This data is from Forward reaction prediction with 1.9M reactions from USPTO patents (1976-2016). The task is: Predict the product of the given reaction. (1) Given the reactants [NH:1]1[CH2:6][CH2:5][CH2:4][CH2:3][CH2:2]1.CN(C=O)C.[F:12][C:13]1[CH:18]=[C:17]([N:19]([CH2:26][C:27]2[C:36]([CH3:37])=[C:35]3[C:30]([CH2:31][CH2:32][CH2:33][N:34]3[CH2:38][CH2:39]OS(C)(=O)=O)=[CH:29][CH:28]=2)[C:20](=[O:25])[C:21]([F:24])([F:23])[F:22])[CH:16]=[CH:15][C:14]=1[CH2:45][CH2:46][C:47]([O:49][CH2:50][CH3:51])=[O:48].[I-].[K+], predict the reaction product. The product is: [F:12][C:13]1[CH:18]=[C:17]([N:19]([CH2:26][C:27]2[C:36]([CH3:37])=[C:35]3[C:30]([CH2:31][CH2:32][CH2:33][N:34]3[CH2:38][CH2:39][N:1]3[CH2:6][CH2:5][CH2:4][CH2:3][CH2:2]3)=[CH:29][CH:28]=2)[C:20](=[O:25])[C:21]([F:22])([F:23])[F:24])[CH:16]=[CH:15][C:14]=1[CH2:45][CH2:46][C:47]([O:49][CH2:50][CH3:51])=[O:48]. (2) Given the reactants [N+:1]([C:4]1[CH:5]=[CH:6][C:7]([O:10][CH2:11][CH2:12][OH:13])=[N:8][CH:9]=1)([O-])=O, predict the reaction product. The product is: [NH2:1][C:4]1[CH:5]=[CH:6][C:7]([O:10][CH2:11][CH2:12][OH:13])=[N:8][CH:9]=1. (3) The product is: [Br:20][C:15]1[N:14]=[C:13]([C@@:2]2([CH:10]([F:12])[F:11])[CH2:3][C@@H:4]([C:5]([F:6])([F:7])[F:8])[O:9][C:30]([NH:29][C:21](=[O:28])[C:22]3[CH:27]=[CH:26][CH:25]=[CH:24][CH:23]=3)=[N:1]2)[C:18]([F:19])=[CH:17][CH:16]=1. Given the reactants [NH2:1][C@:2]([C:13]1[C:18]([F:19])=[CH:17][CH:16]=[C:15]([Br:20])[N:14]=1)([CH:10]([F:12])[F:11])[CH2:3][C@H:4]([OH:9])[C:5]([F:8])([F:7])[F:6].[C:21]([N:29]=[C:30]=S)(=[O:28])[C:22]1[CH:27]=[CH:26][CH:25]=[CH:24][CH:23]=1.C(N(CC)CC)C.Cl.CN(C)CCCN=C=NCC, predict the reaction product. (4) Given the reactants [CH2:1]([N:8]1[CH2:13][CH2:12][C:11]([C:15]2[CH:20]=[CH:19][C:18]([CH2:21][O:22][CH2:23][C@@H:24]([CH3:28])[CH2:25][O:26][CH3:27])=[CH:17][CH:16]=2)([OH:14])[CH:10]([CH2:29][O:30]C(C2C=CC=CC=2)(C2C=CC=CC=2)C2C=CC=CC=2)[CH2:9]1)[C:2]1[CH:7]=[CH:6][CH:5]=[CH:4][CH:3]=1.CO.[OH-].[K+], predict the reaction product. The product is: [CH2:1]([N:8]1[CH2:13][CH2:12][C:11]([C:15]2[CH:16]=[CH:17][C:18]([CH2:21][O:22][CH2:23][C@@H:24]([CH3:28])[CH2:25][O:26][CH3:27])=[CH:19][CH:20]=2)([OH:14])[CH:10]([CH2:29][OH:30])[CH2:9]1)[C:2]1[CH:3]=[CH:4][CH:5]=[CH:6][CH:7]=1.